This data is from Catalyst prediction with 721,799 reactions and 888 catalyst types from USPTO. The task is: Predict which catalyst facilitates the given reaction. Reactant: Cl[C:2]1[N:10]=[C:9]2[C:5]([N:6]=[C:7]([CH2:12][N:13]3[CH2:16][CH:15]([CH:17]4[CH2:22][CH2:21][O:20][CH2:19][CH2:18]4)[CH2:14]3)[N:8]2[CH3:11])=[C:4]([N:23]2[CH2:28][CH2:27][O:26][CH2:25][CH2:24]2)[N:3]=1.[NH:29]1[C:33]2[CH:34]=[CH:35][CH:36]=[CH:37][C:32]=2[N:31]=[C:30]1CN.CC(C1C=C(C(C)C)C(C2C=CC=CC=2P(C2CCCCC2)C2CCCCC2)=C(C(C)C)C=1)C.C([O-])([O-])=O.[Cs+].[Cs+].[CH3:80][N:81](C=O)C. Product: [CH3:80][NH:81][C:30]1[N:29]([C:2]2[N:10]=[C:9]3[C:5]([N:6]=[C:7]([CH2:12][N:13]4[CH2:16][CH:15]([CH:17]5[CH2:18][CH2:19][O:20][CH2:21][CH2:22]5)[CH2:14]4)[N:8]3[CH3:11])=[C:4]([N:23]3[CH2:28][CH2:27][O:26][CH2:25][CH2:24]3)[N:3]=2)[C:33]2[CH:34]=[CH:35][CH:36]=[CH:37][C:32]=2[N:31]=1. The catalyst class is: 110.